Dataset: Reaction yield outcomes from USPTO patents with 853,638 reactions. Task: Predict the reaction yield, written as a fraction of the theoretical maximum amount of product (1.0 means a 100% yield; for example, 0.34 means a 34% yield). (1) The reactants are [Br:1][C:2]1[CH:3]=[C:4]([NH:8][CH:9]=[C:10]([C:16]([O:18]CC)=O)[C:11]([O:13][CH2:14][CH3:15])=[O:12])[CH:5]=[CH:6][CH:7]=1. The catalyst is C1C=CC(C2C=CC=CC=2)=CC=1.C1C=CC(OC2C=CC=CC=2)=CC=1. The yield is 0.693. The product is [Br:1][C:2]1[CH:3]=[C:4]2[C:5]([C:16](=[O:18])[C:10]([C:11]([O:13][CH2:14][CH3:15])=[O:12])=[CH:9][NH:8]2)=[CH:6][CH:7]=1. (2) The reactants are C1C=CC(P(C2C=CC3C(=CC=CC=3)C=2C2C3C(=CC=CC=3)C=CC=2P(C2C=CC=CC=2)C2C=CC=CC=2)C2C=CC=CC=2)=CC=1.CC([O-])(C)C.[Na+].[CH2:53]([C:55]1[CH:56]([C:61]([O:63][CH2:64][CH3:65])=[O:62])[CH2:57][C:58](=[O:60])[CH:59]=1)[CH3:54].CC(O)(C)C. The catalyst is C1(C)C=CC=CC=1.[Cu]Cl. The product is [CH2:53]([C@@H:55]1[CH2:59][C@H:58]([OH:60])[CH2:57][C@@H:56]1[C:61]([O:63][CH2:64][CH3:65])=[O:62])[CH3:54]. The yield is 0.220. (3) The reactants are [F:1][C:2]1[CH:3]=[N:4][C:5]([CH:8]([NH2:10])[CH3:9])=[N:6][CH:7]=1.Cl[C:12]1[N:17]=[C:16]([NH:18][C:19]2[CH:23]=[C:22]([O:24][CH:25]([CH3:27])[CH3:26])[NH:21][N:20]=2)[C:15]([Cl:28])=[CH:14][N:13]=1.CCN(C(C)C)C(C)C. The catalyst is CCCCO. The product is [Cl:28][C:15]1[C:16]([NH:18][C:19]2[CH:23]=[C:22]([O:24][CH:25]([CH3:27])[CH3:26])[NH:21][N:20]=2)=[N:17][C:12]([NH:10][CH:8]([C:5]2[N:6]=[CH:7][C:2]([F:1])=[CH:3][N:4]=2)[CH3:9])=[N:13][CH:14]=1. The yield is 0.270. (4) The reactants are Br[C:2]1(Br)[C:10]2[C:5](=[N:6][CH:7]=[CH:8][CH:9]=2)[NH:4][C:3]1=[O:11].[C:13]([OH:16])(=[O:15])[CH3:14]. The catalyst is C(#N)C.[Zn]. The product is [C:13]([OH:16])(=[O:15])[CH3:14].[NH:4]1[C:5]2[C:10](=[CH:9][CH:8]=[CH:7][N:6]=2)[CH2:2][C:3]1=[O:11]. The yield is 0.910. (5) The reactants are [Cl:1][C:2]1[CH:7]=[CH:6][C:5]([C:8]2[CH:12]([C:13]3[CH:18]=[CH:17][CH:16]=[CH:15][CH:14]=3)[CH2:11][NH:10][N:9]=2)=[CH:4][CH:3]=1.[CH3:19][N:20]=[C:21]=[S:22]. The catalyst is C(O)C. The product is [Cl:1][C:2]1[CH:3]=[CH:4][C:5]([C:8]2[CH:12]([C:13]3[CH:14]=[CH:15][CH:16]=[CH:17][CH:18]=3)[CH2:11][N:10]([C:21](=[S:22])[NH:20][CH3:19])[N:9]=2)=[CH:6][CH:7]=1. The yield is 0.900. (6) The reactants are [NH:1]1[CH:8]=[CH:7][C:5]([NH2:6])=[N:4][C:2]1=[O:3].C(N(CC)CC)C.[Cl:16][C:17]1[CH:18]=[C:19]([CH:22]=[CH:23][C:24]=1[O:25][CH3:26])[CH2:20]Br. The catalyst is [I-].[K+].C(O)C. The product is [Cl:16][C:17]1[CH:18]=[C:19]([CH:22]=[CH:23][C:24]=1[O:25][CH3:26])[CH2:20][NH:6][C:5]1[CH:7]=[CH:8][NH:1][C:2](=[O:3])[N:4]=1. The yield is 0.902. (7) The reactants are [OH:1][C:2]1[CH:27]=[CH:26][C:5]([C:6]([NH:8][C:9]2[S:13][C:12]([NH:14][C:15]3[CH:20]=[CH:19][C:18]([O:21][CH3:22])=[CH:17][CH:16]=3)=[N:11][C:10]=2[C:23]([NH2:25])=[O:24])=[O:7])=[CH:4][CH:3]=1.C(=O)([O-])[O-].[K+].[K+].Cl.Cl[CH2:36][CH2:37][N:38]1[CH2:42][CH2:41][CH2:40][CH2:39]1. The catalyst is CN(C=O)C.CCOC(C)=O. The product is [CH3:22][O:21][C:18]1[CH:19]=[CH:20][C:15]([NH:14][C:12]2[S:13][C:9]([NH:8][C:6](=[O:7])[C:5]3[CH:4]=[CH:3][C:2]([O:1][CH2:36][CH2:37][N:38]4[CH2:42][CH2:41][CH2:40][CH2:39]4)=[CH:27][CH:26]=3)=[C:10]([C:23]([NH2:25])=[O:24])[N:11]=2)=[CH:16][CH:17]=1. The yield is 0.260. (8) The product is [CH3:1][O:2][C:3]([C:5]1([C:8]2[CH:9]=[CH:10][C:11]([O:14][CH2:22][CH2:21][C:20]([O:19][C:15]([CH3:18])([CH3:17])[CH3:16])=[O:23])=[CH:12][CH:13]=2)[CH2:6][CH2:7]1)=[O:4]. No catalyst specified. The reactants are [CH3:1][O:2][C:3]([C:5]1([C:8]2[CH:13]=[CH:12][C:11]([OH:14])=[CH:10][CH:9]=2)[CH2:7][CH2:6]1)=[O:4].[C:15]([O:19][C:20](=[O:23])[CH:21]=[CH2:22])([CH3:18])([CH3:17])[CH3:16]. The yield is 0.540. (9) The reactants are [F:1][C:2]1[C:11]2[NH:10][CH:9]=[C:8]3[C:12](=[O:24])[N:13]([C:15]4[CH:23]=[CH:22][C:18]([C:19]([Cl:21])=[O:20])=[CH:17][CH:16]=4)[N:14]=[C:7]3[C:6]=2[CH:5]=[CH:4][CH:3]=1.[CH3:25][N:26]([CH3:31])[CH2:27][CH2:28][CH2:29][NH2:30]. The catalyst is O1CCCC1. The product is [ClH:21].[CH3:25][N:26]([CH3:31])[CH2:27][CH2:28][CH2:29][NH:30][C:19](=[O:20])[C:18]1[CH:22]=[CH:23][C:15]([N:13]2[C:12](=[O:24])[C:8]3=[CH:9][NH:10][C:11]4[C:2]([F:1])=[CH:3][CH:4]=[CH:5][C:6]=4[C:7]3=[N:14]2)=[CH:16][CH:17]=1. The yield is 0.530.